This data is from Catalyst prediction with 721,799 reactions and 888 catalyst types from USPTO. The task is: Predict which catalyst facilitates the given reaction. (1) Product: [C:53]([O:52][C:51](=[O:57])[NH:50][CH2:49][C:48]1[CH:58]=[CH:59][CH:60]=[C:46]([CH:43]2[CH2:44][CH2:45][N:40]([C:26](=[O:28])[CH2:25][C@@H:10]3[N:9]=[C:8]([C:5]4[CH:4]=[CH:3][C:2]([Cl:1])=[CH:7][CH:6]=4)[C:14]4[CH:15]=[C:16]([O:19][CH3:20])[CH:17]=[CH:18][C:13]=4[N:12]4[C:21]([CH3:24])=[N:22][N:23]=[C:11]34)[CH2:41][CH2:42]2)[CH:47]=1)([CH3:56])([CH3:54])[CH3:55]. Reactant: [Cl:1][C:2]1[CH:7]=[CH:6][C:5]([C:8]2[C:14]3[CH:15]=[C:16]([O:19][CH3:20])[CH:17]=[CH:18][C:13]=3[N:12]3[C:21]([CH3:24])=[N:22][N:23]=[C:11]3[C@H:10]([CH2:25][C:26]([OH:28])=O)[N:9]=2)=[CH:4][CH:3]=1.CCN=C=NCCCN(C)C.[NH:40]1[CH2:45][CH2:44][CH:43]([C:46]2[CH:47]=[C:48]([CH:58]=[CH:59][CH:60]=2)[CH2:49][NH:50][C:51](=[O:57])[O:52][C:53]([CH3:56])([CH3:55])[CH3:54])[CH2:42][CH2:41]1. The catalyst class is: 64. (2) Reactant: [OH:1][C:2]1[CH:7]=[CH:6][C:5]([CH2:8][C:9]([OH:11])=[O:10])=[CH:4][CH:3]=1. Product: [OH:1][C:2]1[CH:3]=[CH:4][C:5]([CH2:8][C:9]([O:11][C:5]([CH3:8])([CH3:6])[CH3:4])=[O:10])=[CH:6][CH:7]=1. The catalyst class is: 1.